This data is from Catalyst prediction with 721,799 reactions and 888 catalyst types from USPTO. The task is: Predict which catalyst facilitates the given reaction. (1) Reactant: [O:1]1[CH2:18][CH:2]1[CH2:3][O:4][C:5]1[CH:17]=[CH:16][CH:15]=[CH:14][C:6]=1[CH2:7][C@H:8]1[CH2:13][CH2:12][O:11][C:9]1=[O:10].[CH:19]1[C:28]2[C:23](=[CH:24][CH:25]=[CH:26][CH:27]=2)[CH:22]=[CH:21][C:20]=1[CH:29]1[CH2:34][CH2:33][NH:32][CH2:31][CH2:30]1. Product: [OH:1][CH:2]([CH2:18][N:32]1[CH2:33][CH2:34][CH:29]([C:20]2[CH:21]=[CH:22][C:23]3[C:28](=[CH:27][CH:26]=[CH:25][CH:24]=3)[CH:19]=2)[CH2:30][CH2:31]1)[CH2:3][O:4][C:5]1[CH:17]=[CH:16][CH:15]=[CH:14][C:6]=1[CH2:7][C@H:8]1[CH2:13][CH2:12][O:11][C:9]1=[O:10]. The catalyst class is: 5. (2) Reactant: Cl[C:2]1[C:11]2[C:6](=[CH:7][CH:8]=[CH:9][CH:10]=2)[CH:5]=[C:4]([N:12]2[CH2:17][CH2:16][O:15][CH2:14][CH2:13]2)[N:3]=1.[NH2:18][C:19]1[C:20]([C:34]([O:36][CH3:37])=[O:35])=[N:21][C:22](B2OC(C)(C)C(C)(C)O2)=[CH:23][N:24]=1.[O-]P([O-])([O-])=O.[K+].[K+].[K+]. Product: [NH2:18][C:19]1[C:20]([C:34]([O:36][CH3:37])=[O:35])=[N:21][C:22]([C:2]2[C:11]3[C:6](=[CH:7][CH:8]=[CH:9][CH:10]=3)[CH:5]=[C:4]([N:12]3[CH2:17][CH2:16][O:15][CH2:14][CH2:13]3)[N:3]=2)=[CH:23][N:24]=1. The catalyst class is: 75.